This data is from Reaction yield outcomes from USPTO patents with 853,638 reactions. The task is: Predict the reaction yield, written as a fraction of the theoretical maximum amount of product (1.0 means a 100% yield; for example, 0.34 means a 34% yield). (1) The reactants are [NH2:1][C:2]([C:7]([OH:9])=[O:8])([CH2:5][CH3:6])[CH2:3][CH3:4].[OH-].[Na+].[C:12](O[C:12]([O:14][C:15]([CH3:18])([CH3:17])[CH3:16])=[O:13])([O:14][C:15]([CH3:18])([CH3:17])[CH3:16])=[O:13]. The catalyst is O1CCOCC1. The product is [C:15]([O:14][C:12]([NH:1][C:2]([CH2:5][CH3:6])([CH2:3][CH3:4])[C:7]([OH:9])=[O:8])=[O:13])([CH3:18])([CH3:17])[CH3:16]. The yield is 0.280. (2) The reactants are [Cl:1][CH:2](Cl)[CH3:3].[C:5]1([CH3:25])[CH:10]=[C:9]([CH3:11])[CH:8]=[C:7]([CH3:12])[C:6]=1[NH:13][CH:14]=[N:15][C:16]1[C:21]([CH3:22])=[CH:20][C:19]([CH3:23])=[CH:18][C:17]=1[CH3:24]. No catalyst specified. The product is [Cl-:1].[C:21]1([CH3:22])[CH:20]=[C:19]([CH3:23])[CH:18]=[C:17]([CH3:24])[C:16]=1[NH+:15]1[CH2:3][CH2:2][N:13]([C:6]2[C:7]([CH3:12])=[CH:8][C:9]([CH3:11])=[CH:10][C:5]=2[CH3:25])[CH2:14]1. The yield is 0.490. (3) The reactants are [N:1]1([C:12]([C:14]2[CH:19]=[CH:18][C:17]([CH2:20][CH2:21][C:22](O)=[O:23])=[CH:16][CH:15]=2)=[O:13])[CH2:7][CH2:6][CH2:5][CH2:4][C:3]2[CH:8]=[CH:9][CH:10]=[CH:11][C:2]1=2.S(Cl)(Cl)=O.[CH2:29]([NH2:36])[C:30]1[CH:35]=[CH:34][CH:33]=[CH:32][CH:31]=1.C(N(CC)CC)C. The yield is 0.500. The product is [CH2:29]([NH:36][C:22](=[O:23])[CH2:21][CH2:20][C:17]1[CH:16]=[CH:15][C:14]([C:12]([N:1]2[CH2:7][CH2:6][CH2:5][CH2:4][C:11]3[CH:10]=[CH:9][CH:8]=[CH:3][C:2]2=3)=[O:13])=[CH:19][CH:18]=1)[C:30]1[CH:35]=[CH:34][CH:33]=[CH:32][CH:31]=1. The catalyst is ClCCl. (4) The reactants are [NH:1]1[CH2:6][CH2:5][CH2:4][C@@H:3]([NH:7][C:8](=[O:14])[O:9][C:10]([CH3:13])([CH3:12])[CH3:11])[CH2:2]1.[Br:15][C:16]1[C:17](F)=[C:18]2[C:24]([NH:25][C:26](=[O:30])[CH:27]([CH3:29])[CH3:28])=[CH:23][NH:22][C:19]2=[N:20][CH:21]=1. The catalyst is CCCCO. The product is [Br:15][C:16]1[C:17]([N:1]2[CH2:6][CH2:5][CH2:4][C@@H:3]([NH:7][C:8](=[O:14])[O:9][C:10]([CH3:11])([CH3:13])[CH3:12])[CH2:2]2)=[C:18]2[C:24]([NH:25][C:26](=[O:30])[CH:27]([CH3:28])[CH3:29])=[CH:23][NH:22][C:19]2=[N:20][CH:21]=1. The yield is 0.470.